Dataset: Full USPTO retrosynthesis dataset with 1.9M reactions from patents (1976-2016). Task: Predict the reactants needed to synthesize the given product. (1) Given the product [CH3:29][O:28][C:25]1[CH:24]=[CH:23][C:22]([C:19]2[CH:18]=[CH:17][C:16]([S:13]([N:11]([CH:4]([CH:5]3[CH2:6][CH2:7][O:8][CH2:9][CH2:10]3)[C:3]([OH:30])=[O:2])[CH3:12])(=[O:15])=[O:14])=[CH:21][CH:20]=2)=[CH:27][CH:26]=1, predict the reactants needed to synthesize it. The reactants are: C[O:2][C:3](=[O:30])[CH:4]([N:11]([S:13]([C:16]1[CH:21]=[CH:20][C:19]([C:22]2[CH:27]=[CH:26][C:25]([O:28][CH3:29])=[CH:24][CH:23]=2)=[CH:18][CH:17]=1)(=[O:15])=[O:14])[CH3:12])[CH:5]1[CH2:10][CH2:9][O:8][CH2:7][CH2:6]1.COC(=O)C(NS(C1C=CC(C2C=CC(OC)=CC=2)=CC=1)(=O)=O)C1CCOCC1.C(=O)([O-])[O-].[Cs+].[Cs+].CI. (2) Given the product [CH2:20]([C:13]([C:6]1[C:7]2[C:12](=[CH:11][CH:10]=[CH:9][CH:8]=2)[CH:3]=[CH:4][CH:5]=1)=[O:14])[CH3:21], predict the reactants needed to synthesize it. The reactants are: C([C:3]1[C:12]2[C:7](=[CH:8][CH:9]=[CH:10][CH:11]=2)[CH:6]=[CH:5][CH:4]=1)C.[CH2:13]=[O:14].S(=O)(=O)(O)O.[CH2:20](C1C=CC=CC=1)[CH3:21]. (3) Given the product [CH:1]1([C:4]2[NH:12][C:7]3=[N+:8]([O-:18])[CH:9]=[CH:10][CH:11]=[C:6]3[CH:5]=2)[CH2:3][CH2:2]1, predict the reactants needed to synthesize it. The reactants are: [CH:1]1([C:4]2[NH:12][C:7]3=[N:8][CH:9]=[CH:10][CH:11]=[C:6]3[CH:5]=2)[CH2:3][CH2:2]1.ClC1C=C(C=CC=1)C(OO)=[O:18]. (4) Given the product [CH:7]1([CH:10]([OH:11])[C:1]#[N:2])[CH2:8][CH2:9][CH2:4][CH2:5][CH2:6]1, predict the reactants needed to synthesize it. The reactants are: [C-:1]#[N:2].[K+].[CH2:4]1[CH2:9][CH2:8][CH:7]([CH:10]=[O:11])[CH2:6][CH2:5]1. (5) Given the product [NH2:2][C:3]1[N:4]=[C:5]([S:10][CH2:14][C:13]2[CH:16]=[CH:17][CH:18]=[C:19]([Cl:20])[C:12]=2[Cl:11])[NH:6][C:7](=[O:9])[CH:8]=1, predict the reactants needed to synthesize it. The reactants are: O.[NH2:2][C:3]1[CH:8]=[C:7]([OH:9])[N:6]=[C:5]([SH:10])[N:4]=1.[Cl:11][C:12]1[C:19]([Cl:20])=[CH:18][CH:17]=[CH:16][C:13]=1[CH2:14]Br. (6) Given the product [Cl:22][C:23]1[CH:29]=[CH:28][C:26]([NH:27][C:51](=[O:52])[C:50]2[CH:54]=[CH:55][C:47]([S:44]([N:41]3[CH2:40][CH2:39][N:38]([CH2:36][CH3:37])[CH2:43][CH2:42]3)(=[O:46])=[O:45])=[CH:48][CH:49]=2)=[CH:25][C:24]=1[C:30]1[CH:35]=[CH:34][CH:33]=[CH:32][N:31]=1, predict the reactants needed to synthesize it. The reactants are: ClS(C1C=CC(C(O)=O)=CC=1)(=O)=O.C(N1CCNCC1)C.[Cl:22][C:23]1[CH:29]=[CH:28][C:26]([NH2:27])=[CH:25][C:24]=1[C:30]1[CH:35]=[CH:34][CH:33]=[CH:32][N:31]=1.[CH2:36]([N:38]1[CH2:43][CH2:42][N:41]([S:44]([C:47]2[CH:55]=[CH:54][C:50]([C:51](O)=[O:52])=[CH:49][CH:48]=2)(=[O:46])=[O:45])[CH2:40][CH2:39]1)[CH3:37].